From a dataset of Reaction yield outcomes from USPTO patents with 853,638 reactions. Predict the reaction yield, written as a fraction of the theoretical maximum amount of product (1.0 means a 100% yield; for example, 0.34 means a 34% yield). The product is [Cl:1][C:2]1[N:7]=[C:6]([NH:19][CH:16]2[CH2:17][CH2:18][C:13]([F:20])([F:12])[CH2:14][CH2:15]2)[C:5]([CH3:9])=[C:4]([CH3:10])[N:3]=1. The yield is 0.680. The catalyst is CN(C)C=O. The reactants are [Cl:1][C:2]1[N:7]=[C:6](Cl)[C:5]([CH3:9])=[C:4]([CH3:10])[N:3]=1.Cl.[F:12][C:13]1([F:20])[CH2:18][CH2:17][CH:16]([NH2:19])[CH2:15][CH2:14]1.C(N(CC)CC)C.